From a dataset of Antibody paratope prediction from SAbDab with 1,023 antibody chains. Token-level Classification. Given an antibody amino acid sequence, predict which amino acid positions are active in antigen binding. Output is a list of indices for active paratope positions. (1) Given the antibody sequence: AQVLTQTPSSVSAAVGGTVTIKCQSSQSVYPNNNLGWYQQKPGQPPKLLIYEASTLASGVPSRFKGSGSGTQFTLTISDLECDDAATYYCLGAYDFTVAEGAAFGGGTEVVVK, which amino acid positions are active in antigen binding (paratope)? The paratope positions are: [30, 31, 97, 98, 99, 100]. (2) Given the antibody sequence: DIVMTQTPLSLSVTPGQPASISCKSSQSLLESDGKTYLNWYLQKPGQSPQLLIYLVSILDSGVPDRFSGSGSGTDFTLKISRVEAEDVGVYYCLQATHFPQTFGGGTKVEIK, which amino acid positions are active in antigen binding (paratope)? The paratope positions are: [30, 31, 32, 33, 34].